Binary Classification. Given a drug SMILES string, predict its activity (active/inactive) in a high-throughput screening assay against a specified biological target. From a dataset of HIV replication inhibition screening data with 41,000+ compounds from the AIDS Antiviral Screen. (1) The result is 0 (inactive). The drug is CC(C)(c1ccc(OP2(=O)OCC3(CC=CCC3)CO2)cc1)c1ccc(OP2(=O)OCC3(CC=CCC3)CO2)cc1. (2) The molecule is CCOC(=O)C(C#N)=Cc1cccc([N+](=O)[O-])c1. The result is 0 (inactive). (3) The compound is CC(C)(C)[Si](C)(C)OCC1OC(n2ccc(=O)[nH]c2=O)C(OC(=S)Oc2ccccc2)C1O[Si](C)(C)C(C)(C)C. The result is 0 (inactive). (4) The compound is O=C(c1ccccc1)c1ccc(SSc2ccc(C(=O)c3ccccc3)cc2[N+](=O)[O-])c([N+](=O)[O-])c1. The result is 0 (inactive). (5) The molecule is N#CC(=Cc1ccc(O)c(O)c1)C(=O)OCc1ccccc1COC(=O)C(C#N)=Cc1ccc(O)c(O)c1. The result is 0 (inactive). (6) The molecule is COC(=O)CNCC1OC2OC(C)(C)OC2C1N=[N+]=[N-]. The result is 0 (inactive).